From a dataset of Catalyst prediction with 721,799 reactions and 888 catalyst types from USPTO. Predict which catalyst facilitates the given reaction. (1) The catalyst class is: 67. Product: [Si:1]([O:8][C@H:9]([C:28]1[CH:37]=[CH:36][C:35]([OH:38])=[C:34]2[C:29]=1[CH:30]=[CH:31][C:32](=[O:39])[NH:33]2)[CH2:10][NH:11][CH2:12][CH:13]1[CH2:18][CH2:17][N:16]([CH2:19][CH2:20][C:21]([OH:23])=[O:22])[CH2:15][CH2:14]1)([C:4]([CH3:7])([CH3:5])[CH3:6])([CH3:2])[CH3:3]. Reactant: [Si:1]([O:8][C@H:9]([C:28]1[CH:37]=[CH:36][C:35]([OH:38])=[C:34]2[C:29]=1[CH:30]=[CH:31][C:32](=[O:39])[NH:33]2)[CH2:10][NH:11][CH2:12][CH:13]1[CH2:18][CH2:17][N:16]([CH2:19][CH2:20][C:21]([O:23]C(C)(C)C)=[O:22])[CH2:15][CH2:14]1)([C:4]([CH3:7])([CH3:6])[CH3:5])([CH3:3])[CH3:2]. (2) Reactant: [CH3:1][C:2]1[N:3]=[C:4]([C:8]2[C:9]([CH:15]=C)=[N:10][C:11]([CH3:14])=[CH:12][CH:13]=2)[O:5][C:6]=1[CH3:7].I([O-])(=O)(=O)=[O:18].[Na+]. Product: [CH3:1][C:2]1[N:3]=[C:4]([C:8]2[C:9]([CH:15]=[O:18])=[N:10][C:11]([CH3:14])=[CH:12][CH:13]=2)[O:5][C:6]=1[CH3:7]. The catalyst class is: 822. (3) The catalyst class is: 434. Reactant: [NH:1]1[CH:5]=[C:4]([C:6]([OH:8])=O)[CH:3]=[N:2]1.Cl.[CH3:10][NH:11][O:12][CH3:13].Cl.C(N=C=NCCCN(C)C)C.C(N(CC)CC)C. Product: [CH3:13][O:12][N:11]([CH3:10])[C:6]([C:4]1[CH:3]=[N:2][NH:1][CH:5]=1)=[O:8]. (4) Reactant: [C:1]([Br:5])(Br)(Br)[Br:2].C1(P(C2C=CC=CC=2)C2C=CC=CC=2)C=CC=CC=1.[CH3:25][C:26]([CH3:35])([CH3:34])[CH2:27][CH:28]1[CH2:31][CH:30]([CH:32]=O)[CH2:29]1.C(=O)([O-])[O-].[Na+].[Na+]. Product: [Br:2][C:1]([Br:5])=[CH:32][CH:30]1[CH2:31][CH:28]([CH2:27][C:26]([CH3:35])([CH3:34])[CH3:25])[CH2:29]1. The catalyst class is: 390. (5) Reactant: [F:1][C:2]([F:11])([F:10])[C:3]1[CH:9]=[CH:8][CH:7]=[CH:6][C:4]=1[NH2:5].[C:12]([O:16][C:17]([N:19]1[CH2:24][CH2:23][CH:22]([C:25](Cl)=[O:26])[CH2:21][CH2:20]1)=[O:18])([CH3:15])([CH3:14])[CH3:13].C(N(CC)CC)C.O. Product: [F:1][C:2]([F:10])([F:11])[C:3]1[CH:9]=[CH:8][CH:7]=[CH:6][C:4]=1[NH:5][C:25]([CH:22]1[CH2:23][CH2:24][NH:19][CH2:20][CH2:21]1)=[O:26].[C:12]([O:16][C:17]([N:19]1[CH2:24][CH2:23][CH:22]([C:25](=[O:26])[NH:5][C:4]2[CH:6]=[CH:7][CH:8]=[CH:9][C:3]=2[C:2]([F:10])([F:11])[F:1])[CH2:21][CH2:20]1)=[O:18])([CH3:15])([CH3:14])[CH3:13]. The catalyst class is: 4. (6) Reactant: [O:1]1[C:5]2([CH2:10][CH2:9][NH:8][CH2:7][CH2:6]2)[O:4][CH2:3][CH2:2]1.CCN(CC)CC.[F:18][C:19]([F:30])([F:29])[C:20](O[C:20](=[O:21])[C:19]([F:30])([F:29])[F:18])=[O:21]. Product: [O:1]1[C:5]2([CH2:10][CH2:9][N:8]([C:20](=[O:21])[C:19]([F:30])([F:29])[F:18])[CH2:7][CH2:6]2)[O:4][CH2:3][CH2:2]1. The catalyst class is: 64.